From a dataset of Full USPTO retrosynthesis dataset with 1.9M reactions from patents (1976-2016). Predict the reactants needed to synthesize the given product. (1) Given the product [Cl:1][C:2]1[C:3]([N:12]([CH2:27][C:28]2[CH:33]=[CH:32][C:31]([O:34][C:35]([F:36])([F:37])[F:38])=[CH:30][CH:29]=2)[S:13]([C:16]2[CH:25]=[CH:24][C:19]([C:20]([O:22][CH3:23])=[O:21])=[CH:18][CH:17]=2)(=[O:15])=[O:14])=[N:4][CH:5]=[C:6]([C:8]([F:11])([F:9])[F:10])[CH:7]=1, predict the reactants needed to synthesize it. The reactants are: [Cl:1][C:2]1[C:3]([NH:12][S:13]([C:16]2[CH:25]=[CH:24][C:19]([C:20]([O:22][CH3:23])=[O:21])=[CH:18][CH:17]=2)(=[O:15])=[O:14])=[N:4][CH:5]=[C:6]([C:8]([F:11])([F:10])[F:9])[CH:7]=1.Br[CH2:27][C:28]1[CH:33]=[CH:32][C:31]([O:34][C:35]([F:38])([F:37])[F:36])=[CH:30][CH:29]=1.C([O-])([O-])=O.[Cs+].[Cs+].[Na+].[I-]. (2) Given the product [CH3:15][C:13]1[N:14]=[C:10]2[N:11]([C:2]([N:21]3[CH2:22][CH2:23][N:18]([CH3:17])[CH2:19][CH2:20]3)=[N:3][C:4]3[CH:5]=[CH:6][C:7]([CH3:16])=[CH:8][C:9]=32)[N:12]=1, predict the reactants needed to synthesize it. The reactants are: Cl[C:2]1[N:11]2[N:12]=[C:13]([CH3:15])[N:14]=[C:10]2[C:9]2[CH:8]=[C:7]([CH3:16])[CH:6]=[CH:5][C:4]=2[N:3]=1.[CH3:17][N:18]1[CH2:23][CH2:22][NH:21][CH2:20][CH2:19]1. (3) Given the product [CH2:14]([N:11]1[C:6]2=[N:7][C:8]([CH2:9][CH3:10])=[C:3]([CH2:2][NH:1][C:29](=[O:30])[CH2:28][C:24]([CH3:32])([CH3:23])[C:25]([OH:27])=[O:26])[C:4]([NH:16][CH:17]3[CH2:18][CH2:19][O:20][CH2:21][CH2:22]3)=[C:5]2[CH:13]=[N:12]1)[CH3:15].[CH2:14]([N:11]1[C:6]2=[N:7][C:8]([CH2:9][CH3:10])=[C:3]([CH2:2][NH:1][C:25](=[O:26])[C:24]([CH3:32])([CH3:23])[CH2:28][C:29]([OH:31])=[O:30])[C:4]([NH:16][CH:17]3[CH2:18][CH2:19][O:20][CH2:21][CH2:22]3)=[C:5]2[CH:13]=[N:12]1)[CH3:15], predict the reactants needed to synthesize it. The reactants are: [NH2:1][CH2:2][C:3]1[C:8]([CH2:9][CH3:10])=[N:7][C:6]2[N:11]([CH2:14][CH3:15])[N:12]=[CH:13][C:5]=2[C:4]=1[NH:16][CH:17]1[CH2:22][CH2:21][O:20][CH2:19][CH2:18]1.[CH3:23][C:24]([CH3:32])([CH2:28][C:29]([OH:31])=[O:30])[C:25]([OH:27])=[O:26].C1C=CC2N(O)N=NC=2C=1.C(Cl)CCl. (4) Given the product [C:12]([O:20][CH:21]([O:24][C:25]([NH:11][CH2:10][C@H:2]1[CH2:3][CH2:4][C@H:5]([C:7]([OH:9])=[O:8])[CH2:6][CH2:1]1)=[O:26])[CH2:22][CH3:23])(=[O:19])[C:13]1[CH:18]=[CH:17][CH:16]=[CH:15][CH:14]=1, predict the reactants needed to synthesize it. The reactants are: [CH2:1]1[CH2:6][C@H:5]([C:7]([OH:9])=[O:8])[CH2:4][CH2:3][C@H:2]1[CH2:10][NH2:11].[C:12]([O:20][CH:21]([O:24][C:25](ON1C(=O)CCC1=O)=[O:26])[CH2:22][CH3:23])(=[O:19])[C:13]1[CH:18]=[CH:17][CH:16]=[CH:15][CH:14]=1. (5) Given the product [C:1]([C:3]1[CH:8]=[CH:7][C:6]([NH:9][C:10](=[S:28])[C:11]2[CH:16]=[CH:15][C:14]([CH3:17])=[CH:13][CH:12]=2)=[CH:5][CH:4]=1)#[N:2], predict the reactants needed to synthesize it. The reactants are: [C:1]([C:3]1[CH:8]=[CH:7][C:6]([NH:9][C:10](=O)[C:11]2[CH:16]=[CH:15][C:14]([CH3:17])=[CH:13][CH:12]=2)=[CH:5][CH:4]=1)#[N:2].COC1C=CC(P2(SP(C3C=CC(OC)=CC=3)(=S)S2)=[S:28])=CC=1. (6) Given the product [CH2:1]([O:3][CH:4]([N:6]1[C:10]([C:11]2[CH:16]=[CH:15][C:14]([S:17][CH3:18])=[CH:13][CH:12]=2)=[C:9]([C:19]2[CH:20]=[CH:21][C:22]([F:25])=[CH:23][CH:24]=2)[N:8]=[C:7]1[C:42](=[O:47])[C:43]([F:46])([F:45])[F:44])[CH3:5])[CH3:2], predict the reactants needed to synthesize it. The reactants are: [CH2:1]([O:3][CH:4]([N:6]1[C:10]([C:11]2[CH:16]=[CH:15][C:14]([S:17][CH3:18])=[CH:13][CH:12]=2)=[C:9]([C:19]2[CH:24]=[CH:23][C:22]([F:25])=[CH:21][CH:20]=2)[N:8]=[CH:7]1)[CH3:5])[CH3:2].CN(CCN(C)C)C.C([Li])CCC.CON(C)[C:42](=[O:47])[C:43]([F:46])([F:45])[F:44]. (7) Given the product [CH3:21][S:22]([O:1][N:2]=[C:3]([C:12]#[N:13])[C:4]1[CH:9]=[CH:8][C:7]([CH3:10])=[C:6]([CH3:11])[CH:5]=1)(=[O:24])=[O:23], predict the reactants needed to synthesize it. The reactants are: [OH:1][N:2]=[C:3]([C:12]#[N:13])[C:4]1[CH:9]=[CH:8][C:7]([CH3:10])=[C:6]([CH3:11])[CH:5]=1.C(N(CC)CC)C.[CH3:21][S:22](Cl)(=[O:24])=[O:23]. (8) Given the product [NH:11]1[C:15]2[CH:16]=[CH:17][CH:18]=[CH:19][C:14]=2[N:13]=[C:12]1[C@H:8]([NH:9][C:10]([NH:34][CH:32]([C:29]1[CH:28]=[CH:27][C:26]([O:25][C:24]([F:23])([F:35])[F:36])=[CH:31][CH:30]=1)[CH3:33])=[O:20])[CH2:7][C:6]1[CH:5]=[CH:4][C:3]([O:2][CH3:1])=[CH:22][CH:21]=1, predict the reactants needed to synthesize it. The reactants are: [CH3:1][O:2][C:3]1[CH:22]=[CH:21][C:6]([CH2:7][C@@H:8]2[C:12]3=[N:13][C:14]4[CH:19]=[CH:18][CH:17]=[CH:16][C:15]=4[N:11]3[C:10](=[O:20])[NH:9]2)=[CH:5][CH:4]=1.[F:23][C:24]([F:36])([F:35])[O:25][C:26]1[CH:31]=[CH:30][C:29]([CH:32]([NH2:34])[CH3:33])=[CH:28][CH:27]=1.C(O)(C(F)(F)F)=O.